From a dataset of Forward reaction prediction with 1.9M reactions from USPTO patents (1976-2016). Predict the product of the given reaction. (1) Given the reactants [CH3:1][O:2][C:3]([C:5]1[C:6]([S:14]([CH3:17])(=[O:16])=[O:15])=[N:7][S:8][C:9]=1S(C)(=O)=O)=[O:4].C[N:19](C=O)C.O, predict the reaction product. The product is: [CH3:1][O:2][C:3]([C:5]1[C:6]([S:14]([CH3:17])(=[O:16])=[O:15])=[N:7][S:8][C:9]=1[NH2:19])=[O:4]. (2) Given the reactants [N:1]1([CH:7]2[CH2:12][CH2:11][N:10](C(OC(C)(C)C)=O)[CH2:9][CH2:8]2)[CH2:6][CH2:5][CH:4]=[CH:3][CH2:2]1.FC(F)(F)C(O)=O.C([SiH](CC)CC)C, predict the reaction product. The product is: [NH:10]1[CH2:11][CH2:12][CH:7]([N:1]2[CH2:2][CH:3]=[CH:4][CH2:5][CH2:6]2)[CH2:8][CH2:9]1. (3) Given the reactants C1C2C(COC([N:18]3[CH2:23][CH2:22][N:21]([C:24]([O:26][C:27]([CH3:30])([CH3:29])[CH3:28])=[O:25])[CH2:20][CH:19]3[CH2:31][C:32]([OH:34])=O)=O)C3C(=CC=CC=3)C=2C=CC=1.C(Cl)(=O)C(Cl)=O.[Br:41][C:42]1[C:48]([CH3:49])=[CH:47][CH:46]=[CH:45][C:43]=1[NH2:44].C(N(C(C)C)CC)(C)C.N1CCNCC1, predict the reaction product. The product is: [Br:41][C:42]1[C:48]([CH3:49])=[CH:47][CH:46]=[CH:45][C:43]=1[NH:44][C:32](=[O:34])[CH2:31][CH:19]1[NH:18][CH2:23][CH2:22][N:21]([C:24]([O:26][C:27]([CH3:28])([CH3:29])[CH3:30])=[O:25])[CH2:20]1. (4) Given the reactants Cl.[Br:2][C:3]1[CH:10]=[CH:9][CH:8]=[CH:7][C:4]=1[CH2:5][NH2:6].[C:11](O[C:11]([O:13][C:14]([CH3:17])([CH3:16])[CH3:15])=[O:12])([O:13][C:14]([CH3:17])([CH3:16])[CH3:15])=[O:12].C(N(CC)CC)C.C(=O)([O-])[O-].[Na+].[Na+], predict the reaction product. The product is: [C:14]([O:13][C:11](=[O:12])[NH:6][CH2:5][C:4]1[CH:7]=[CH:8][CH:9]=[CH:10][C:3]=1[Br:2])([CH3:17])([CH3:16])[CH3:15]. (5) Given the reactants [Cl:1][C:2]1[CH:10]=[C:9]2[C:5]([C:6]([C:12]3[N:13]=[C:14]4[C:20]([C:21]([OH:23])=O)=[CH:19][N:18]([CH2:24][O:25][CH2:26][CH2:27][Si:28]([CH3:31])([CH3:30])[CH3:29])[C:15]4=[N:16][CH:17]=3)=[N:7][N:8]2[CH3:11])=[CH:4][CH:3]=1.[NH2:32][CH:33]1[CH2:38][CH2:37][CH2:36][CH:35]([OH:39])[CH2:34]1.CN(C(ON1N=NC2C=CC=CC1=2)=[N+](C)C)C.F[P-](F)(F)(F)(F)F.C1C=CC2N(O)N=NC=2C=1.C(N(CC)C(C)C)(C)C, predict the reaction product. The product is: [OH:39][CH:35]1[CH2:36][CH2:37][CH2:38][CH:33]([NH:32][C:21]([C:20]2[C:14]3[C:15](=[N:16][CH:17]=[C:12]([C:6]4[C:5]5[C:9](=[CH:10][C:2]([Cl:1])=[CH:3][CH:4]=5)[N:8]([CH3:11])[N:7]=4)[N:13]=3)[N:18]([CH2:24][O:25][CH2:26][CH2:27][Si:28]([CH3:30])([CH3:29])[CH3:31])[CH:19]=2)=[O:23])[CH2:34]1. (6) Given the reactants [NH:1]([C:13]([O:15][C:16]([CH3:19])([CH3:18])[CH3:17])=[O:14])[C@H:2]([C:10]([OH:12])=O)[CH2:3][C:4]1[CH:9]=[CH:8][CH:7]=[CH:6][CH:5]=1.[NH2:20][C@H:21]([C:26]([O:28][CH3:29])=[O:27])[CH2:22][CH:23]([CH3:25])[CH3:24].C1C=CC2N(O)N=NC=2C=1.CN(C(ON1N=NC2C=CC=CC1=2)=[N+](C)C)C.F[P-](F)(F)(F)(F)F.CCN(C(C)C)C(C)C, predict the reaction product. The product is: [C:16]([O:15][C:13]([NH:1][CH:2]([CH2:3][C:4]1[CH:5]=[CH:6][CH:7]=[CH:8][CH:9]=1)[C:10]([NH:20][CH:21]([CH2:22][CH:23]([CH3:25])[CH3:24])[C:26]([O:28][CH3:29])=[O:27])=[O:12])=[O:14])([CH3:19])([CH3:18])[CH3:17]. (7) Given the reactants [CH2:1]([N:3]1[C:7]2=[N:8][C:9]([CH2:27][CH3:28])=[C:10]([CH2:19][NH:20][C:21](=[O:26])[CH2:22][C:23]([OH:25])=O)[C:11]([NH:12][CH:13]3[CH2:18][CH2:17][O:16][CH2:15][CH2:14]3)=[C:6]2[CH:5]=[N:4]1)[CH3:2].[Br:29][C:30]1[CH:31]=[C:32]([CH2:38][NH2:39])[CH:33]=[CH:34][C:35]=1[O:36][CH3:37].CN(C(ON1N=NC2C=CC=NC1=2)=[N+](C)C)C.F[P-](F)(F)(F)(F)F.C(N(CC)CC)C, predict the reaction product. The product is: [Br:29][C:30]1[CH:31]=[C:32]([CH2:38][NH:39][C:23](=[O:25])[CH2:22][C:21]([NH:20][CH2:19][C:10]2[C:11]([NH:12][CH:13]3[CH2:18][CH2:17][O:16][CH2:15][CH2:14]3)=[C:6]3[CH:5]=[N:4][N:3]([CH2:1][CH3:2])[C:7]3=[N:8][C:9]=2[CH2:27][CH3:28])=[O:26])[CH:33]=[CH:34][C:35]=1[O:36][CH3:37]. (8) Given the reactants [S:1]1[CH2:7][C:5](=[O:6])[NH:4][C:2]1=[S:3].[F:8][C:9]1[CH:27]=[C:26]([CH:28]=O)[CH:25]=[CH:24][C:10]=1[O:11][C:12]1[CH:19]=[CH:18][C:15]([C:16]#[N:17])=[CH:14][C:13]=1[C:20]([F:23])([F:22])[F:21], predict the reaction product. The product is: [F:8][C:9]1[CH:27]=[C:26]([CH:28]=[C:7]2[S:1][C:2](=[S:3])[NH:4][C:5]2=[O:6])[CH:25]=[CH:24][C:10]=1[O:11][C:12]1[CH:19]=[CH:18][C:15]([C:16]#[N:17])=[CH:14][C:13]=1[C:20]([F:21])([F:22])[F:23]. (9) Given the reactants [F:1][C:2]1[CH:7]=[C:6]([N+:8]([O-:10])=[O:9])[C:5](F)=[CH:4][C:3]=1[CH3:12].C(N(C(C)C)CC)(C)C.[CH2:22]([O:24][C@H:25]1[CH2:30][CH2:29][C@H:28]([N:31]2[CH2:36][CH2:35][CH:34]([NH2:37])[CH2:33][CH2:32]2)[CH2:27][CH2:26]1)[CH3:23], predict the reaction product. The product is: [CH2:22]([O:24][C@H:25]1[CH2:26][CH2:27][C@H:28]([N:31]2[CH2:32][CH2:33][CH:34]([NH:37][C:5]3[CH:4]=[C:3]([CH3:12])[C:2]([F:1])=[CH:7][C:6]=3[N+:8]([O-:10])=[O:9])[CH2:35][CH2:36]2)[CH2:29][CH2:30]1)[CH3:23]. (10) Given the reactants [OH:1][C:2]1[CH:3]=[CH:4][C:5]2[CH2:11][CH2:10][C:9]([CH3:13])([CH3:12])[C:8](=[O:14])[NH:7][C:6]=2[CH:15]=1.Br[CH2:17][CH2:18][CH2:19][CH2:20][Cl:21].C(=O)([O-])[O-].[Cs+].[Cs+], predict the reaction product. The product is: [Cl:21][CH2:20][CH2:19][CH2:18][CH2:17][O:1][C:2]1[CH:3]=[CH:4][C:5]2[CH2:11][CH2:10][C:9]([CH3:12])([CH3:13])[C:8](=[O:14])[NH:7][C:6]=2[CH:15]=1.